Predict the reactants needed to synthesize the given product. From a dataset of Full USPTO retrosynthesis dataset with 1.9M reactions from patents (1976-2016). (1) Given the product [O:1]1[C:5]2[CH:6]=[CH:7][CH:8]=[CH:9][C:4]=2[N:3]=[C:2]1[C:10]([C@@H:12]([NH:16][C:17](=[O:37])[C@@H:18]([NH:28][C:29]1[S:30][C:31]([N+:34]([O-:36])=[O:35])=[CH:32][N:33]=1)[CH2:19][S:40]([CH2:55][C:54]1[CH:53]=[CH:52][CH:51]=[CH:50][CH:49]=1)(=[O:42])=[O:39])[CH2:13][CH2:14][CH3:15])=[O:11], predict the reactants needed to synthesize it. The reactants are: [O:1]1[C:5]2[CH:6]=[CH:7][CH:8]=[CH:9][C:4]=2[N:3]=[C:2]1[CH:10]([C@@H:12]([NH:16][C:17](=[O:37])[C@@H:18]([NH:28][C:29]1[S:30][C:31]([N+:34]([O-:36])=[O:35])=[CH:32][N:33]=1)[CH2:19]SCC1C=CC=CC=1)[CH2:13][CH2:14][CH3:15])[OH:11].O[O:39][S:40]([O-:42])=O.[K+].CC(OI1(OC(C)=O)(OC(C)=O)O[C:55](=O)[C:54]2[CH:53]=[CH:52][CH:51]=[CH:50][C:49]1=2)=O.[O-]S([O-])(=S)=O.[Na+].[Na+]. (2) Given the product [Cl:8][C:6]1[NH:7][C:2](=[O:12])[C:3]2[CH:11]=[N:10][NH:9][C:4]=2[N:5]=1, predict the reactants needed to synthesize it. The reactants are: Cl[C:2]1[N:7]=[C:6]([Cl:8])[N:5]=[C:4]2[NH:9][N:10]=[CH:11][C:3]=12.[OH-:12].[Na+].O.Cl. (3) Given the product [CH2:1]([NH:4][C:5]1[C:14]2[C:9](=[CH:10][CH:11]=[C:12]([N+:15]([O-:17])=[O:16])[CH:13]=2)[N:8]=[C:7]([NH:22][CH2:19][C:20]#[CH:21])[N:6]=1)[CH:2]=[CH2:3], predict the reactants needed to synthesize it. The reactants are: [CH2:1]([NH:4][C:5]1[C:14]2[C:9](=[CH:10][CH:11]=[C:12]([N+:15]([O-:17])=[O:16])[CH:13]=2)[N:8]=[C:7](Cl)[N:6]=1)[CH:2]=[CH2:3].[CH2:19]([NH2:22])[C:20]#[CH:21].